This data is from Forward reaction prediction with 1.9M reactions from USPTO patents (1976-2016). The task is: Predict the product of the given reaction. (1) Given the reactants [CH3:1][O:2][C:3]1[C:8]([CH2:9][N:10]2[CH2:15][CH2:14][CH:13]([CH2:16][CH:17]([OH:23])[C:18]3[S:19][CH:20]=[CH:21][CH:22]=3)[CH2:12][CH2:11]2)=[CH:7][CH:6]=[CH:5][N:4]=1.C(N(CC)CC)C.C(=O)(O)[O-].[Na+], predict the reaction product. The product is: [CH3:1][O:2][C:3]1[C:8]([CH2:9][N:10]2[CH2:15][CH2:14][CH:13]([CH2:16][C:17](=[O:23])[C:18]3[S:19][CH:20]=[CH:21][CH:22]=3)[CH2:12][CH2:11]2)=[CH:7][CH:6]=[CH:5][N:4]=1. (2) Given the reactants [H-].C([Al+]CC(C)C)C(C)C.[Li+].[H-].C(O)(C)C.[CH2:17]([CH:20]1[CH2:25][CH2:24][CH2:23][C:22](=[O:26])[CH2:21]1)[CH:18]=[CH2:19], predict the reaction product. The product is: [CH2:17]([C@@H:20]1[CH2:25][CH2:24][CH2:23][C@H:22]([OH:26])[CH2:21]1)[CH:18]=[CH2:19]. (3) The product is: [C:39]1([S:38][C:35]2([O:22][C:19]3[CH:20]=[CH:21][C:16]([C:15]([NH:14][C:5]4([C:3]([OH:2])=[O:4])[CH2:13][C:12]5[C:7](=[CH:8][CH:9]=[CH:10][CH:11]=5)[CH2:6]4)=[O:33])=[CH:17][C:18]=3[O:23][CH2:24][CH2:25][C:26]3[CH:27]=[C:28]([CH3:32])[CH:29]=[CH:30][CH:31]=3)[CH2:37][CH2:36]2)[CH:44]=[CH:43][CH:42]=[CH:41][CH:40]=1. Given the reactants C[O:2][C:3]([C:5]1([NH:14][C:15](=[O:33])[C:16]2[CH:21]=[CH:20][C:19]([OH:22])=[C:18]([O:23][CH2:24][CH2:25][C:26]3[CH:27]=[C:28]([CH3:32])[CH:29]=[CH:30][CH:31]=3)[CH:17]=2)[CH2:13][C:12]2[C:7](=[CH:8][CH:9]=[CH:10][CH:11]=2)[CH2:6]1)=[O:4].I[C:35]1([S:38][C:39]2[CH:44]=[CH:43][CH:42]=[CH:41][CH:40]=2)[CH2:37][CH2:36]1, predict the reaction product. (4) Given the reactants FC(F)(F)C1C=C(NC(=O)NC2C=CC(C3SC(CCC(O)=O)=NC=3)=CC=2)C=CC=1.[F:31][C:32]1[CH:37]=[C:36]([F:38])[CH:35]=[C:34]([F:39])[C:33]=1[NH:40][C:41](=[O:66])[NH:42][C:43]1[CH:48]=[CH:47][C:46]([C:49]2[S:53][C:52]([CH:54]3[CH2:59][CH2:58][N:57]([CH2:60][C:61]([O:63]CC)=[O:62])[CH2:56][CH2:55]3)=[N:51][CH:50]=2)=[CH:45][CH:44]=1, predict the reaction product. The product is: [F:39][C:34]1[CH:35]=[C:36]([F:38])[CH:37]=[C:32]([F:31])[C:33]=1[NH:40][C:41](=[O:66])[NH:42][C:43]1[CH:48]=[CH:47][C:46]([C:49]2[S:53][C:52]([CH:54]3[CH2:59][CH2:58][N:57]([CH2:60][C:61]([OH:63])=[O:62])[CH2:56][CH2:55]3)=[N:51][CH:50]=2)=[CH:45][CH:44]=1.